Dataset: Experimentally validated miRNA-target interactions with 360,000+ pairs, plus equal number of negative samples. Task: Binary Classification. Given a miRNA mature sequence and a target amino acid sequence, predict their likelihood of interaction. The miRNA is hsa-miR-520d-5p with sequence CUACAAAGGGAAGCCCUUUC. The protein sequence of the target gene is MDLGTAEGTRCTDPPAGKPAMAPKRKGGLKLNAICAKLSRQVVVEKRADAGSHTEGSPSQPRDQERSGPESGAARAPRSEEDKRRAVIEKWVNGEYSEEPAPTPVLGRIAREGLELPPEGVYMVQPQGCSDEEDHAEEPSKDGGALEEKDSDGAASKEDSGPSTRQASGEASSLRDYAASTMTEFLGMFGYDDQNTRDELARKISFEKLHAGSTPEAATSSMLPTSEDTLSKRARFSKYEEYIRKLKAGEQLSWPAPSTKTEERVGKEVVGTLPGLRLPSSTAHLETKATILPLPSHSSV.... Result: 1 (interaction).